Task: Regression. Given a peptide amino acid sequence and an MHC pseudo amino acid sequence, predict their binding affinity value. This is MHC class I binding data.. Dataset: Peptide-MHC class I binding affinity with 185,985 pairs from IEDB/IMGT (1) The peptide sequence is CHATLTHRL. The MHC is HLA-A01:01 with pseudo-sequence HLA-A01:01. The binding affinity (normalized) is 0.0847. (2) The peptide sequence is LQQNNSFII. The MHC is HLA-A29:02 with pseudo-sequence HLA-A29:02. The binding affinity (normalized) is 0.0915. (3) The peptide sequence is RPMTYKAAL. The MHC is HLA-B08:01 with pseudo-sequence HLA-B08:01. The binding affinity (normalized) is 0.804. (4) The peptide sequence is SRIFEELVWK. The MHC is HLA-A31:01 with pseudo-sequence HLA-A31:01. The binding affinity (normalized) is 0.242. (5) The MHC is HLA-A02:02 with pseudo-sequence HLA-A02:02. The peptide sequence is VQLVESGGGLV. The binding affinity (normalized) is 0.201. (6) The peptide sequence is FTSCELYHY. The binding affinity (normalized) is 0.949. The MHC is HLA-A01:01 with pseudo-sequence HLA-A01:01.